From a dataset of Full USPTO retrosynthesis dataset with 1.9M reactions from patents (1976-2016). Predict the reactants needed to synthesize the given product. Given the product [OH:1][CH:2]1[CH2:7][CH2:6][O:5][CH2:4][CH:3]1[S:8]([NH2:11])(=[O:10])=[O:9], predict the reactants needed to synthesize it. The reactants are: [O:1]=[C:2]1[CH2:7][CH2:6][O:5][CH2:4][CH:3]1[S:8]([NH2:11])(=[O:10])=[O:9].[BH4-].[Na+].Cl.